Predict the reactants needed to synthesize the given product. From a dataset of Full USPTO retrosynthesis dataset with 1.9M reactions from patents (1976-2016). (1) Given the product [F:1][C:2]1[CH:7]=[C:6]([F:8])[CH:5]=[CH:4][C:3]=1[N:9]1[C:17](=[O:18])[C:16]2[C@@H:15]3[C:19]([CH3:21])([CH3:20])[C@@:12]([CH3:22])([CH2:13][CH2:14]3)[C:11]=2[N:10]1[CH2:26][C:25]1[CH:28]=[CH:29][CH:30]=[CH:31][C:24]=1[F:23], predict the reactants needed to synthesize it. The reactants are: [F:1][C:2]1[CH:7]=[C:6]([F:8])[CH:5]=[CH:4][C:3]=1[N:9]1[C:17](=[O:18])[C:16]2[C@@H:15]3[C:19]([CH3:21])([CH3:20])[C@@:12]([CH3:22])([CH2:13][CH2:14]3)[C:11]=2[NH:10]1.[F:23][C:24]1[CH:31]=[CH:30][CH:29]=[CH:28][C:25]=1[CH2:26]Br.ClCCl.O. (2) Given the product [Cl:18][C:11](=[O:12])[CH2:10][C:9]([O:8][CH2:1][C:2]1[CH:7]=[CH:6][CH:5]=[CH:4][CH:3]=1)=[O:14], predict the reactants needed to synthesize it. The reactants are: [CH2:1]([O:8][C:9](=[O:14])[CH2:10][C:11](O)=[O:12])[C:2]1[CH:7]=[CH:6][CH:5]=[CH:4][CH:3]=1.C(Cl)(=O)C([Cl:18])=O.CN(C)C=O.